This data is from Acute oral toxicity (LD50) regression data from Zhu et al.. The task is: Regression/Classification. Given a drug SMILES string, predict its toxicity properties. Task type varies by dataset: regression for continuous values (e.g., LD50, hERG inhibition percentage) or binary classification for toxic/non-toxic outcomes (e.g., AMES mutagenicity, cardiotoxicity, hepatotoxicity). Dataset: ld50_zhu. (1) The compound is O=C(Cn1ccnc1)c1ccc2c(c1)Cc1ccccc1-2. The rat oral LD50 is 1.78, given as -log10 of the dose in mol/kg body weight (higher means more acutely toxic). (2) The drug is COc1ccccc1OC. The rat oral LD50 is 2.19, given as -log10 of the dose in mol/kg body weight (higher means more acutely toxic). (3) The compound is CCc1cccc2cc(C(O)CNC(C)(C)C)oc12. The rat oral LD50 is 2.54, given as -log10 of the dose in mol/kg body weight (higher means more acutely toxic). (4) The drug is COC1=CC=C2C3Cc4ccc(OC)c5c4C2(CCN3C)C1O5. The rat oral LD50 is 3.44, given as -log10 of the dose in mol/kg body weight (higher means more acutely toxic). (5) The compound is CC(=O)OCC1=C(C(=O)O)N2C(=O)C(NC(=O)CSc3ccncc3)C2SC1. The rat oral LD50 is 1.41, given as -log10 of the dose in mol/kg body weight (higher means more acutely toxic). (6) The compound is COCCOCCOC(C)=O. The rat oral LD50 is 1.13, given as -log10 of the dose in mol/kg body weight (higher means more acutely toxic). (7) The molecule is CCOP(=S)(Oc1cnn(Cc2ccccc2)c(=O)c1OC)OC(C)C. The rat oral LD50 is 4.41, given as -log10 of the dose in mol/kg body weight (higher means more acutely toxic).